This data is from Forward reaction prediction with 1.9M reactions from USPTO patents (1976-2016). The task is: Predict the product of the given reaction. (1) Given the reactants [CH2:1]([O:3][C:4]1[CH:9]=[CH:8][CH:7]=[CH:6][C:5]=1[N:10]1[C:19](=[O:20])[C:18]2[C:13](=[CH:14][CH:15]=[CH:16][CH:17]=2)[N:12]=[C:11]1[CH2:21][CH3:22])[CH3:2].C([O-])(=O)C.[Na+].[Br:28]Br, predict the reaction product. The product is: [Br:28][CH:21]([C:11]1[N:10]([C:5]2[CH:6]=[CH:7][CH:8]=[CH:9][C:4]=2[O:3][CH2:1][CH3:2])[C:19](=[O:20])[C:18]2[C:13](=[CH:14][CH:15]=[CH:16][CH:17]=2)[N:12]=1)[CH3:22]. (2) Given the reactants [H-].[Na+].[OH:3][CH:4]1[CH2:10][CH2:9][CH2:8][N:7]([C:11]([O:13][CH2:14][CH3:15])=[O:12])[CH2:6][CH2:5]1.Br[CH2:17][C:18]1[CH:23]=[CH:22][CH:21]=[CH:20][CH:19]=1, predict the reaction product. The product is: [CH2:17]([O:3][CH:4]1[CH2:10][CH2:9][CH2:8][N:7]([C:11]([O:13][CH2:14][CH3:15])=[O:12])[CH2:6][CH2:5]1)[C:18]1[CH:23]=[CH:22][CH:21]=[CH:20][CH:19]=1.